This data is from Full USPTO retrosynthesis dataset with 1.9M reactions from patents (1976-2016). The task is: Predict the reactants needed to synthesize the given product. (1) Given the product [Br:1][C:2]1[CH:7]=[C:6]([OH:8])[CH:5]=[C:4]([Br:10])[C:3]=1[OH:11], predict the reactants needed to synthesize it. The reactants are: [Br:1][C:2]1[CH:7]=[C:6]([O:8]C)[CH:5]=[C:4]([Br:10])[C:3]=1[OH:11].C[Si](I)(C)C. (2) The reactants are: [CH3:1][O:2][C:3](=[O:13])[C:4]1[CH:9]=[CH:8][C:7]([O:10][CH3:11])=[CH:6][C:5]=1[OH:12].[C:14]([O-])([O-])=O.[K+].[K+].Br[CH:21]([CH3:23])[CH3:22]. Given the product [CH3:1][O:2][C:3](=[O:13])[C:4]1[CH:9]=[CH:8][C:7]([O:10][CH3:11])=[CH:6][C:5]=1[O:12][CH:21]([CH2:23][CH3:14])[CH3:22], predict the reactants needed to synthesize it. (3) Given the product [C:1]([OH:14])(=[O:13])[C@@:2]1([CH2:12][CH2:11][C@H:7]([C:8]([OH:10])=[O:9])[C:4]1([CH3:6])[CH3:5])[CH3:3].[CH3:18][N:19]1[CH2:24][CH2:23][CH2:22][CH2:21][C@H:20]1[CH2:25][CH2:26][C:27]1[CH:32]=[CH:31][CH:30]=[CH:29][C:28]=1[NH2:33], predict the reactants needed to synthesize it. The reactants are: [C:1]([OH:14])(=[O:13])[C@@:2]1([CH2:12][CH2:11][C@H:7]([C:8]([OH:10])=[O:9])[C:4]1([CH3:6])[CH3:5])[CH3:3].C(O)C.[CH3:18][N:19]1[CH2:24][CH2:23][CH2:22][CH2:21][CH:20]1[CH2:25][CH2:26][C:27]1[CH:32]=[CH:31][CH:30]=[CH:29][C:28]=1[NH2:33]. (4) Given the product [F:1][C:2]1[CH:3]=[C:4]([CH:20]=[CH:21][C:22]=1[NH:23][C:24]([NH:26][C:27]1[CH:32]=[CH:31][CH:30]=[C:29]([CH3:33])[CH:28]=1)=[O:25])[O:5][C:6]1[CH:11]=[CH:10][N:9]=[C:8]([C:12]2[NH:16][CH:15]=[C:14]([C:17]([NH:72][C@@H:71]([CH2:73][CH2:74][C:75]([O:77][C:78]([CH3:79])([CH3:81])[CH3:80])=[O:76])[C:70]([O:69][CH3:68])=[O:82])=[O:18])[CH:13]=2)[CH:7]=1, predict the reactants needed to synthesize it. The reactants are: [F:1][C:2]1[CH:3]=[C:4]([CH:20]=[CH:21][C:22]=1[NH:23][C:24]([NH:26][C:27]1[CH:32]=[CH:31][CH:30]=[C:29]([CH3:33])[CH:28]=1)=[O:25])[O:5][C:6]1[CH:11]=[CH:10][N:9]=[C:8]([C:12]2[NH:16][CH:15]=[C:14]([C:17](O)=[O:18])[CH:13]=2)[CH:7]=1.CN(C(ON1N=NC2C=CC=NC1=2)=[N+](C)C)C.F[P-](F)(F)(F)(F)F.C(N(CC)C(C)C)(C)C.Cl.[CH3:68][O:69][C:70](=[O:82])[C@H:71]([CH2:73][CH2:74][C:75]([O:77][C:78]([CH3:81])([CH3:80])[CH3:79])=[O:76])[NH2:72].Cl. (5) Given the product [NH2:8][C:5]1[N:6]=[CH:7][C:2]([C:38]2[CH:39]=[CH:40][C:35]([CH2:34][NH:33][C:18]3[N:17]=[CH:16][C:15]([C:13]#[N:14])=[CH:32][C:19]=3[C:20]([NH:22][C@H:23]([C:25]3[CH:30]=[CH:29][C:28]([F:31])=[CH:27][CH:26]=3)[CH3:24])=[O:21])=[CH:36][CH:37]=2)=[N:3][C:4]=1[CH2:9][N:10]([CH3:12])[CH3:11], predict the reactants needed to synthesize it. The reactants are: Br[C:2]1[N:3]=[C:4]([CH2:9][N:10]([CH3:12])[CH3:11])[C:5]([NH2:8])=[N:6][CH:7]=1.[C:13]([C:15]1[CH:16]=[N:17][C:18]([NH:33][CH2:34][C:35]2[CH:40]=[CH:39][C:38](B3OC(C)(C)C(C)(C)O3)=[CH:37][CH:36]=2)=[C:19]([CH:32]=1)[C:20]([NH:22][C@H:23]([C:25]1[CH:30]=[CH:29][C:28]([F:31])=[CH:27][CH:26]=1)[CH3:24])=[O:21])#[N:14].O1CCOCC1.C(=O)(O)[O-].[Na+].O. (6) Given the product [CH3:1][O:2][C:3](=[O:18])[CH:4]([C:5]1[C:6]([F:17])=[CH:7][CH:8]=[C:9]2[C:14]=1[N:13]=[C:12]([O:15][CH3:16])[CH:11]=[CH:10]2)[CH2:30][C:31]#[N:32], predict the reactants needed to synthesize it. The reactants are: [CH3:1][O:2][C:3](=[O:18])[CH2:4][C:5]1[C:6]([F:17])=[CH:7][CH:8]=[C:9]2[C:14]=1[N:13]=[C:12]([O:15][CH3:16])[CH:11]=[CH:10]2.[Li+].C[Si]([N-][Si](C)(C)C)(C)C.Br[CH2:30][C:31]#[N:32]. (7) Given the product [Cl:8][C:5]1[C:4]([NH:9][S:10]([CH3:13])(=[O:12])=[O:11])=[CH:3][C:2]([C:34]2[CH:35]=[CH:36][C:30]3[O:29][CH2:28][CH2:27][N:26]([C:20]4[C:19]5[C:24](=[CH:25][C:16]([O:15][CH3:14])=[CH:17][CH:18]=5)[N:23]=[CH:22][N:21]=4)[CH2:32][C:31]=3[CH:33]=2)=[CH:7][N:6]=1, predict the reactants needed to synthesize it. The reactants are: Br[C:2]1[CH:3]=[C:4]([NH:9][S:10]([CH3:13])(=[O:12])=[O:11])[C:5]([Cl:8])=[N:6][CH:7]=1.[CH3:14][O:15][C:16]1[CH:25]=[C:24]2[C:19]([C:20]([N:26]3[CH2:32][C:31]4[CH:33]=[C:34](B(O)O)[CH:35]=[CH:36][C:30]=4[O:29][CH2:28][CH2:27]3)=[N:21][CH:22]=[N:23]2)=[CH:18][CH:17]=1. (8) Given the product [Br:19][C:20]1[S:28][C:27]2[C:26]([C:29]#[N:30])=[CH:25][N:24]=[C:23]([O:16][CH:15]3[CH2:14][CH2:13][CH2:12][NH:11][CH:10]3[CH2:9][O:8][Si:1]([C:4]([CH3:7])([CH3:6])[CH3:5])([CH3:3])[CH3:2])[C:22]=2[CH:21]=1, predict the reactants needed to synthesize it. The reactants are: [Si:1]([O:8][CH2:9][CH:10]1[CH:15]([OH:16])[CH2:14][CH2:13][CH2:12][NH:11]1)([C:4]([CH3:7])([CH3:6])[CH3:5])([CH3:3])[CH3:2].[H-].[Na+].[Br:19][C:20]1[S:28][C:27]2[C:26]([C:29]#[N:30])=[CH:25][N:24]=[C:23](Cl)[C:22]=2[CH:21]=1. (9) The reactants are: [Cl:1][C:2]1[CH:3]=[C:4]([N:12]([CH2:20][CH3:21])[CH:13]2[CH2:18][CH2:17][N:16]([CH3:19])[CH2:15][CH2:14]2)[C:5]([CH3:11])=[C:6]([CH:10]=1)[C:7]([OH:9])=O.Cl.Cl.[NH2:24][CH2:25][C:26]1[C:27](=[O:36])[NH:28][C:29]([CH3:35])=[CH:30][C:31]=1[CH:32]([CH3:34])[CH3:33].C1CN([P+](ON2N=NC3C=CC=CC2=3)(N2CCCC2)N2CCCC2)CC1.F[P-](F)(F)(F)(F)F.CCN(C(C)C)C(C)C. Given the product [Cl:1][C:2]1[CH:3]=[C:4]([N:12]([CH2:20][CH3:21])[CH:13]2[CH2:18][CH2:17][N:16]([CH3:19])[CH2:15][CH2:14]2)[C:5]([CH3:11])=[C:6]([CH:10]=1)[C:7]([NH:24][CH2:25][C:26]1[C:27](=[O:36])[NH:28][C:29]([CH3:35])=[CH:30][C:31]=1[CH:32]([CH3:33])[CH3:34])=[O:9], predict the reactants needed to synthesize it.